This data is from Reaction yield outcomes from USPTO patents with 853,638 reactions. The task is: Predict the reaction yield, written as a fraction of the theoretical maximum amount of product (1.0 means a 100% yield; for example, 0.34 means a 34% yield). (1) The reactants are [C:1]([C:3]1[CH:11]=[CH:10][CH:9]=[C:8]2[C:4]=1[CH2:5][CH2:6][C@@H:7]2[OH:12])#[N:2].[CH3:13][O:14][C:15](=[O:27])[CH2:16][C@H:17]1[C:21]2[CH:22]=[CH:23][C:24](O)=[CH:25][C:20]=2[O:19][CH2:18]1. No catalyst specified. The product is [CH3:13][O:14][C:15](=[O:27])[CH2:16][C@H:17]1[C:21]2[CH:22]=[CH:23][C:24]([O:12][C@H:7]3[C:8]4[C:4](=[C:3]([C:1]#[N:2])[CH:11]=[CH:10][CH:9]=4)[CH2:5][CH2:6]3)=[CH:25][C:20]=2[O:19][CH2:18]1. The yield is 0.850. (2) The reactants are C(N(C(C)C)CC)(C)C.[CH3:10][C:11]1[C:20]2[N:19]=[C:18]([C:21]3[C:30]4[C:25](=[CH:26][CH:27]=[CH:28][CH:29]=4)[CH:24]=[CH:23][CH:22]=3)[O:17][C:16](=[O:31])[C:15]=2[CH:14]=[CH:13][CH:12]=1.[CH:32]1([CH2:38][NH2:39])[CH2:37][CH2:36][CH2:35][CH2:34][CH2:33]1. No catalyst specified. The product is [CH:32]1([CH2:38][NH:39][C:16]([C:15]2[CH:14]=[CH:13][CH:12]=[C:11]([CH3:10])[C:20]=2[NH:19][C:18]([C:21]2[C:30]3[C:25](=[CH:26][CH:27]=[CH:28][CH:29]=3)[CH:24]=[CH:23][CH:22]=2)=[O:17])=[O:31])[CH2:37][CH2:36][CH2:35][CH2:34][CH2:33]1. The yield is 0.750. (3) The reactants are [NH2:1][C:2]1[CH:7]=[CH:6][C:5]([CH2:8][CH:9]([C:28]2[CH:33]=[CH:32][C:31]([C:34]([CH3:37])([CH3:36])[CH3:35])=[CH:30][CH:29]=2)[C:10]([NH:12][C:13]2[CH:18]=[CH:17][CH:16]=[CH:15][C:14]=2C2OC3=CC=CC3=CC=2)=[O:11])=[CH:4][CH:3]=1.[C:38]1(=[O:44])[O:43][C:41](=[O:42])[CH2:40][CH2:39]1.O1[CH2:50][CH2:49][O:48][CH2:47][CH2:46]1. The catalyst is C(OCC)C.C1(C)C=CC=CC=1. The product is [O:48]1[C:49]2=[CH:50][CH:4]=[CH:3][C:2]2=[CH:7][CH:46]=[C:47]1[N:12]([C:13]1[CH:14]=[CH:15][CH:16]=[CH:17][CH:18]=1)[C:10]([CH:9]([C:28]1[CH:33]=[CH:32][C:31]([C:34]([CH3:37])([CH3:36])[CH3:35])=[CH:30][CH:29]=1)[CH2:8][C:5]1[CH:4]=[CH:3][C:2]([NH:1][C:41](=[O:42])[CH2:40][CH2:39][C:38]([OH:43])=[O:44])=[CH:7][CH:6]=1)=[O:11]. The yield is 0.0500. (4) The reactants are [N:1]1([C:7]2[CH:12]=[CH:11][C:10]([NH:13][C:14]3[N:19]=[C:18]([C:20]4[CH:25]=[CH:24][C:23]([NH:26][C:27]([CH:29]5[CH2:33][CH2:32][CH2:31][N:30]5C([O-])=O)=[O:28])=[CH:22][CH:21]=4)[CH:17]=[CH:16][N:15]=3)=[CH:9][CH:8]=2)[CH2:6][CH2:5][O:4][CH2:3][CH2:2]1.Cl.O1CCOC[CH2:39]1. The catalyst is C(OCC)(=O)C.CO. The product is [CH3:39][C@@:29]1([C:27]([NH:26][C:23]2[CH:22]=[CH:21][C:20]([C:18]3[CH:17]=[CH:16][N:15]=[C:14]([NH:13][C:10]4[CH:9]=[CH:8][C:7]([N:1]5[CH2:6][CH2:5][O:4][CH2:3][CH2:2]5)=[CH:12][CH:11]=4)[N:19]=3)=[CH:25][CH:24]=2)=[O:28])[CH2:33][CH2:32][CH2:31][NH:30]1. The yield is 0.680.